Dataset: Reaction yield outcomes from USPTO patents with 853,638 reactions. Task: Predict the reaction yield, written as a fraction of the theoretical maximum amount of product (1.0 means a 100% yield; for example, 0.34 means a 34% yield). (1) The reactants are [CH3:1][O:2][C:3]1[CH:4]=[C:5]2[C:10](=[CH:11][C:12]=1[O:13][CH3:14])[N:9]=[CH:8][N:7]=[C:6]2[O:15][C:16]1[CH:22]=[CH:21][C:19]([NH2:20])=[C:18]([N+:23]([O-:25])=[O:24])[CH:17]=1.Cl[C:27](Cl)([O:29][C:30](=[O:36])OC(Cl)(Cl)Cl)Cl.[CH2:38](O)[CH2:39][CH2:40][CH2:41][CH2:42]C.C(=O)(O)[O-].[Na+]. The catalyst is C(Cl)Cl.C(N(CC)CC)C.C1(C)C=CC=CC=1. The product is [CH3:1][O:2][C:3]1[CH:4]=[C:5]2[C:10](=[CH:11][C:12]=1[O:13][CH3:14])[N:9]=[CH:8][N:7]=[C:6]2[O:15][C:16]1[CH:22]=[CH:21][C:19]([NH:20][C:30](=[O:36])[O:29][CH2:27][CH2:38][CH2:39][CH2:40][CH2:41][CH3:42])=[C:18]([N+:23]([O-:25])=[O:24])[CH:17]=1. The yield is 0.800. (2) The reactants are [C:1]([O:5][C:6]([N:8]1[CH2:12][CH2:11][CH2:10][C@H:9]1[C:13](=O)[CH2:14][C:15]1[CH:20]=[CH:19][C:18]([C:21]([CH3:24])([CH3:23])[CH3:22])=[CH:17][CH:16]=1)=[O:7])([CH3:4])([CH3:3])[CH3:2].[NH2:26][CH2:27][CH2:28][CH2:29][OH:30].[BH4-].[Na+].[OH-].[Na+]. The catalyst is CC(O[Ti](OC(C)C)(OC(C)C)OC(C)C)C.CO.C1COCC1. The product is [C:1]([O:5][C:6]([N:8]1[CH2:12][CH2:11][CH2:10][C@H:9]1[CH:13]([NH:26][CH2:27][CH2:28][CH2:29][OH:30])[CH2:14][C:15]1[CH:20]=[CH:19][C:18]([C:21]([CH3:24])([CH3:23])[CH3:22])=[CH:17][CH:16]=1)=[O:7])([CH3:4])([CH3:3])[CH3:2]. The yield is 0.640. (3) The reactants are C(OC(C(F)(F)F)=O)(C(F)(F)F)=[O:2].[Br:14][C:15]1[CH:27]=[CH:26][C:25]2[C:24]3[C:19](=[CH:20][C:21]([Br:28])=[CH:22][CH:23]=3)[C:18](=[O:29])[C:17]=2[CH:16]=1.OO.NC(N)=O. The catalyst is ClCCl. The product is [Br:28][C:21]1[CH:20]=[C:19]2[C:24]([C:25]3[CH:26]=[CH:27][C:15]([Br:14])=[CH:16][C:17]=3[C:18](=[O:29])[O:2]2)=[CH:23][CH:22]=1. The yield is 0.400. (4) The reactants are [NH2:1][CH2:2][C:3]1[CH:4]=[C:5]2[C:9](=[CH:10][CH:11]=1)[C:8](=[O:12])[N:7]([CH:13]1[CH2:18][CH2:17][C:16](=[O:19])[NH:15][C:14]1=[O:20])[CH2:6]2.[N:21]([C:24]1[CH:29]=[CH:28][C:27]([O:30][CH3:31])=[C:26]([O:32][CH3:33])[CH:25]=1)=[C:22]=[O:23].Cl. The catalyst is C(#N)C. The product is [CH3:33][O:32][C:26]1[CH:25]=[C:24]([NH:21][C:22]([NH:1][CH2:2][C:3]2[CH:4]=[C:5]3[C:9](=[CH:10][CH:11]=2)[C:8](=[O:12])[N:7]([CH:13]2[CH2:18][CH2:17][C:16](=[O:19])[NH:15][C:14]2=[O:20])[CH2:6]3)=[O:23])[CH:29]=[CH:28][C:27]=1[O:30][CH3:31]. The yield is 0.910. (5) The reactants are Cl[C:2]1[C:7]([O:8][C:9]2[CH:14]=[CH:13][C:12]([F:15])=[CH:11][C:10]=2[F:16])=[CH:6][N:5]=[C:4]([S:17]([CH3:20])(=[O:19])=[O:18])[N:3]=1.[CH3:21][N:22]1[CH:27]=[C:26](B2OC(C)(C)C(C)(C)O2)[CH:25]=[C:24]([CH3:37])[C:23]1=[O:38].[O-]P([O-])([O-])=O.[K+].[K+].[K+].N#N. The catalyst is O1CCOCC1.O.C1C=CC(P(C2C=CC=CC=2)[C-]2C=CC=C2)=CC=1.C1C=CC(P(C2C=CC=CC=2)[C-]2C=CC=C2)=CC=1.Cl[Pd]Cl.[Fe+2]. The product is [F:16][C:10]1[CH:11]=[C:12]([F:15])[CH:13]=[CH:14][C:9]=1[O:8][C:7]1[C:2]([C:26]2[CH:25]=[C:24]([CH3:37])[C:23](=[O:38])[N:22]([CH3:21])[CH:27]=2)=[N:3][C:4]([S:17]([CH3:20])(=[O:19])=[O:18])=[N:5][CH:6]=1. The yield is 0.354.